This data is from Forward reaction prediction with 1.9M reactions from USPTO patents (1976-2016). The task is: Predict the product of the given reaction. (1) Given the reactants [CH2:1]([N:5]([S:19]([C:22]1[CH:27]=[CH:26][C:25]([CH3:28])=[CH:24][CH:23]=1)(=[O:21])=[O:20])[C@H:6]([C:16]([OH:18])=[O:17])[CH2:7][CH2:8][CH2:9][CH2:10][NH:11][C:12](=[O:15])[CH2:13]I)[CH:2]([CH3:4])[CH3:3].CCN(C(C)C)C(C)C.[CH3:38][O:39][C:40]1[C:47]([O:48][CH3:49])=[CH:46][CH:45]=[CH:44][C:41]=1[CH2:42][NH2:43], predict the reaction product. The product is: [CH3:28][C:25]1[CH:26]=[CH:27][C:22]([S:19]([N:5]([C@H:6]([C:16]([OH:18])=[O:17])[CH2:7][CH2:8][CH2:9][CH2:10][NH:11][C:12]([CH2:13][NH:43][CH2:42][C:41]2[CH:44]=[CH:45][CH:46]=[C:47]([O:48][CH3:49])[C:40]=2[O:39][CH3:38])=[O:15])[CH2:1][CH:2]([CH3:4])[CH3:3])(=[O:21])=[O:20])=[CH:23][CH:24]=1. (2) Given the reactants [C:1]1([CH2:7][N:8]2[C:16]3[C:11](=[CH:12][C:13]([C:17](OC)=[O:18])=[CH:14][CH:15]=3)[CH:10]=[CH:9]2)[CH:6]=[CH:5][CH:4]=[CH:3][CH:2]=1.[Li], predict the reaction product. The product is: [C:1]1([CH2:7][N:8]2[C:16]3[C:11](=[CH:12][C:13]([CH2:17][OH:18])=[CH:14][CH:15]=3)[CH:10]=[CH:9]2)[CH:6]=[CH:5][CH:4]=[CH:3][CH:2]=1. (3) Given the reactants [F:1][C:2]1[CH:7]=[C:6]([CH2:8][O:9][C:10]2[CH:11]=[CH:12][CH:13]=[C:14]3[C:19]=2[NH:18][CH2:17][CH2:16][CH2:15]3)[CH:5]=[CH:4][C:3]=1[CH2:20][CH2:21][C:22]([O:24][CH2:25][CH3:26])=[O:23].Br[CH2:28][C:29]1[CH:34]=[CH:33][C:32]([O:35][CH3:36])=[CH:31][CH:30]=1.C(N(CC)C(C)C)(C)C.CN(C=O)C, predict the reaction product. The product is: [F:1][C:2]1[CH:7]=[C:6]([CH2:8][O:9][C:10]2[CH:11]=[CH:12][CH:13]=[C:14]3[C:19]=2[N:18]([CH2:28][C:29]2[CH:34]=[CH:33][C:32]([O:35][CH3:36])=[CH:31][CH:30]=2)[CH2:17][CH2:16][CH2:15]3)[CH:5]=[CH:4][C:3]=1[CH2:20][CH2:21][C:22]([O:24][CH2:25][CH3:26])=[O:23]. (4) Given the reactants [Br:1][C:2]1[C:3]2[N:4]([N:8]=[C:9]([NH:11][C:12]3[CH:20]=[CH:19][C:15]([C:16]([OH:18])=O)=[CH:14][CH:13]=3)[N:10]=2)[CH:5]=[CH:6][CH:7]=1.[CH3:21][NH:22][CH:23]1[CH2:28][CH2:27][N:26]([CH3:29])[CH2:25][CH2:24]1.CCN(C(C)C)C(C)C.CN(C(ON1N=NC2C=CC=NC1=2)=[N+](C)C)C.F[P-](F)(F)(F)(F)F, predict the reaction product. The product is: [Br:1][C:2]1[C:3]2[N:4]([N:8]=[C:9]([NH:11][C:12]3[CH:13]=[CH:14][C:15]([C:16]([N:22]([CH3:21])[CH:23]4[CH2:28][CH2:27][N:26]([CH3:29])[CH2:25][CH2:24]4)=[O:18])=[CH:19][CH:20]=3)[N:10]=2)[CH:5]=[CH:6][CH:7]=1. (5) Given the reactants [Cl:1][C:2]1[N:3]=[N:4][C:5]([O:11][C:12]2[CH:17]=[CH:16][CH:15]=[CH:14][C:13]=2[CH3:18])=[C:6]([O:9]C)[C:7]=1[CH3:8].ClC1N=NC(OC2C=CC=CC=2C)=C(C)C=1OC, predict the reaction product. The product is: [Cl:1][C:2]1[N:3]=[N:4][C:5]([O:11][C:12]2[CH:17]=[CH:16][CH:15]=[CH:14][C:13]=2[CH3:18])=[C:6]([OH:9])[C:7]=1[CH3:8]. (6) The product is: [CH2:24]([O:23][C:22]1[C:9]([NH:8][C:3]2[CH:4]=[CH:5][CH:6]=[CH:7][C:2]=2[NH:1][S:45]([CH3:44])(=[O:47])=[O:46])=[CH:10][C:11]2[CH2:12][C@H:13]3[N:33]([C:34]([O:36][CH2:37][C:38]4[CH:39]=[CH:40][CH:41]=[CH:42][CH:43]=4)=[O:35])[CH2:32][CH2:31][C@@:19]4([C:20]=2[CH:21]=1)[C@H:14]3[CH2:15][CH2:16][CH2:17][CH2:18]4)[C:25]1[CH:26]=[CH:27][CH:28]=[CH:29][CH:30]=1. Given the reactants [NH2:1][C:2]1[CH:7]=[CH:6][CH:5]=[CH:4][C:3]=1[NH:8][C:9]1[C:22]([O:23][CH2:24][C:25]2[CH:30]=[CH:29][CH:28]=[CH:27][CH:26]=2)=[CH:21][C:20]2[C@:19]34[CH2:31][CH2:32][N:33]([C:34]([O:36][CH2:37][C:38]5[CH:43]=[CH:42][CH:41]=[CH:40][CH:39]=5)=[O:35])[C@@H:13]([C@@H:14]3[CH2:15][CH2:16][CH2:17][CH2:18]4)[CH2:12][C:11]=2[CH:10]=1.[CH3:44][S:45](Cl)(=[O:47])=[O:46].O, predict the reaction product.